This data is from Ames mutagenicity test results for genotoxicity prediction. The task is: Regression/Classification. Given a drug SMILES string, predict its toxicity properties. Task type varies by dataset: regression for continuous values (e.g., LD50, hERG inhibition percentage) or binary classification for toxic/non-toxic outcomes (e.g., AMES mutagenicity, cardiotoxicity, hepatotoxicity). Dataset: ames. (1) The drug is CCCCCCC(O)CC=CCCCCCCCC(=O)O. The result is 0 (non-mutagenic). (2) The drug is CC(=O)c1cc(NC(=O)NC(C)(C)C)ccc1OCC(O)CNC(C)(C)C. The result is 0 (non-mutagenic). (3) The drug is ClCCNCCCNc1c2ccccc2nc2c1ccc1cccnc12. The result is 1 (mutagenic). (4) The drug is CC(=O)C1(O)Cc2c(O)c3c(c(O)c2C(O)C1)C(=O)c1c(O)cccc1C3=O. The result is 1 (mutagenic). (5) The compound is CC[N+](CC)=c1ccc2nc3c(cc(N)c4ccccc43)oc-2c1. The result is 1 (mutagenic).